Dataset: Catalyst prediction with 721,799 reactions and 888 catalyst types from USPTO. Task: Predict which catalyst facilitates the given reaction. (1) Reactant: [OH:1][CH2:2][CH2:3][N:4]([CH2:21][CH2:22][OH:23])[C:5]1[C:6]([N+:18]([O-:20])=[O:19])=[CH:7][C:8]([N+:15]([O-:17])=[O:16])=[C:9]([CH:14]=1)[C:10]([O:12][CH3:13])=[O:11].CCN(CC)CC.[CH3:31][S:32](Cl)(=[O:34])=[O:33]. Product: [CH3:31][S:32]([O:1][CH2:2][CH2:3][N:4]([CH2:21][CH2:22][O:23][S:32]([CH3:31])(=[O:34])=[O:33])[C:5]1[C:6]([N+:18]([O-:20])=[O:19])=[CH:7][C:8]([N+:15]([O-:17])=[O:16])=[C:9]([CH:14]=1)[C:10]([O:12][CH3:13])=[O:11])(=[O:34])=[O:33]. The catalyst class is: 2. (2) Reactant: [CH3:1][C:2]1[CH:3]=[C:4]([NH:16][C:17]2[C:27]3[CH:26]=[C:25]([CH:28]=O)[CH2:24][CH2:23][NH:22][C:21]=3[N:20]=[CH:19][N:18]=2)[CH:5]=[CH:6][C:7]=1[O:8][C:9]1[CH:10]=[N:11][C:12]([CH3:15])=[CH:13][CH:14]=1.[ClH:30].[CH3:31][O:32][CH2:33][CH2:34][O:35][CH2:36][CH2:37][NH2:38].O1CCCC1.C(O[BH-](OC(=O)C)OC(=O)C)(=O)C.[Na+]. Product: [ClH:30].[ClH:30].[ClH:30].[CH3:31][O:32][CH2:33][CH2:34][O:35][CH2:36][CH2:37][NH:38][CH2:28][C:25]1[CH2:24][CH2:23][NH:22][C:21]2[N:20]=[CH:19][N:18]=[C:17]([NH:16][C:4]3[CH:5]=[CH:6][C:7]([O:8][C:9]4[CH:10]=[N:11][C:12]([CH3:15])=[CH:13][CH:14]=4)=[C:2]([CH3:1])[CH:3]=3)[C:27]=2[CH:26]=1. The catalyst class is: 9. (3) Reactant: Cl[C:2]1[C:11]2[C:6](=[CH:7][CH:8]=[CH:9][CH:10]=2)[CH:5]=[C:4]([Cl:12])[N:3]=1.NC1C=CC=CN=1.[CH3:20][O:21][Na]. Product: [Cl:12][C:4]1[N:3]=[C:2]([O:21][CH3:20])[C:11]2[C:6]([CH:5]=1)=[CH:7][CH:8]=[CH:9][CH:10]=2. The catalyst class is: 5.